From a dataset of TCR-epitope binding with 47,182 pairs between 192 epitopes and 23,139 TCRs. Binary Classification. Given a T-cell receptor sequence (or CDR3 region) and an epitope sequence, predict whether binding occurs between them. (1) The epitope is FPPTSFGPL. The TCR CDR3 sequence is CASSQDRRESGGELFF. Result: 1 (the TCR binds to the epitope). (2) The epitope is TLDSKTQSL. The TCR CDR3 sequence is CASSQDFLQPNTEAFF. Result: 0 (the TCR does not bind to the epitope). (3) The epitope is KLSYGIATV. The TCR CDR3 sequence is CASSQDWGGRIDTQYF. Result: 1 (the TCR binds to the epitope). (4) The epitope is IVDTVSALV. The TCR CDR3 sequence is CASSQDWGVNTEAFF. Result: 1 (the TCR binds to the epitope). (5) The epitope is RIFTIGTVTLK. The TCR CDR3 sequence is CATSKGGNTGELFF. Result: 0 (the TCR does not bind to the epitope). (6) The epitope is RLRAEAQVK. The TCR CDR3 sequence is CASSKKADQWEKLFF. Result: 1 (the TCR binds to the epitope).